From a dataset of Full USPTO retrosynthesis dataset with 1.9M reactions from patents (1976-2016). Predict the reactants needed to synthesize the given product. (1) Given the product [C:14]([O-:21])(=[O:20])/[CH:15]=[CH:16]\[C:17]([O-:19])=[O:18].[CH3:1][O:2][Si:3]([CH2:8][CH2:9][CH2:10][NH+:11]([CH3:13])[CH3:12])([O:4][CH3:5])[O:6][CH3:7].[CH3:1][O:2][Si:3]([CH2:8][CH2:9][CH2:10][NH+:11]([CH3:13])[CH3:12])([O:4][CH3:5])[O:6][CH3:7], predict the reactants needed to synthesize it. The reactants are: [CH3:1][O:2][Si:3]([CH2:8][CH2:9][CH2:10][N:11]([CH3:13])[CH3:12])([O:6][CH3:7])[O:4][CH3:5].[C:14]([OH:21])(=[O:20])/[CH:15]=[CH:16]\[C:17]([OH:19])=[O:18]. (2) Given the product [CH3:1][C:2]1([CH3:11])[CH2:7][CH:6]([C:8]([Cl:15])=[O:9])[CH2:5][CH2:4][O:3]1, predict the reactants needed to synthesize it. The reactants are: [CH3:1][C:2]1([CH3:11])[CH2:7][CH:6]([C:8](O)=[O:9])[CH2:5][CH2:4][O:3]1.C(Cl)(=O)C([Cl:15])=O. (3) Given the product [C:23]([C@H:21]([NH:22][C:2]1[C:11]([C:12]([OH:14])=[O:13])=[CH:10][C:9]2[C:4](=[CH:5][CH:6]=[C:7]([Cl:15])[CH:8]=2)[N:3]=1)[CH2:20][C:19]1[C:26]2[C:31](=[CH:30][CH:29]=[CH:28][CH:27]=2)[N:17]([CH3:16])[CH:18]=1)([OH:25])=[O:24], predict the reactants needed to synthesize it. The reactants are: Cl[C:2]1[C:11]([C:12]([OH:14])=[O:13])=[CH:10][C:9]2[C:4](=[CH:5][CH:6]=[C:7]([Cl:15])[CH:8]=2)[N:3]=1.[CH3:16][N:17]1[C:31]2[C:26](=[CH:27][CH:28]=[CH:29][CH:30]=2)[C:19]([CH2:20][C@H:21]([C:23]([OH:25])=[O:24])[NH2:22])=[CH:18]1. (4) Given the product [F:17][C:14]1[CH:13]=[CH:12][CH:11]=[C:10]2[C:15]=1[CH:16]=[C:8]([C:6]1[N:7]=[C:2]([C:40]3[C:41]([N:43]([CH3:48])[S:44]([CH3:47])(=[O:46])=[O:45])=[CH:42][C:32]4[O:31][C:30]([C:27]5[CH:28]=[CH:29][C:24]([F:23])=[CH:25][CH:26]=5)=[C:34]([C:35]([NH:36][CH3:37])=[O:38])[C:33]=4[CH:39]=3)[CH:3]=[CH:4][C:5]=1[CH:18]=[CH:19][CH2:20][CH2:21][OH:22])[NH:9]2, predict the reactants needed to synthesize it. The reactants are: Cl[C:2]1[N:7]=[C:6]([C:8]2[NH:9][C:10]3[C:15]([CH:16]=2)=[C:14]([F:17])[CH:13]=[CH:12][CH:11]=3)[C:5]([CH:18]=[CH:19][CH2:20][CH2:21][OH:22])=[CH:4][CH:3]=1.[F:23][C:24]1[CH:29]=[CH:28][C:27]([C:30]2[O:31][C:32]3[CH:42]=[C:41]([N:43]([CH3:48])[S:44]([CH3:47])(=[O:46])=[O:45])[C:40](B(O)O)=[CH:39][C:33]=3[C:34]=2[C:35](=[O:38])[NH:36][CH3:37])=[CH:26][CH:25]=1.C([O-])([O-])=O.[Na+].[Na+]. (5) Given the product [NH2:19][C:11]1[C:10]2[N:20]=[C:7]([CH2:6][N:5]([CH3:26])[C:3]([NH2:2])=[O:4])[N:8]([CH2:21][CH:22]([CH3:24])[CH3:23])[C:9]=2[C:18]2[CH:17]=[CH:16][CH:15]=[CH:14][C:13]=2[N:12]=1, predict the reactants needed to synthesize it. The reactants are: C[N:2]=[C:3]=[O:4].[NH2:5][CH2:6][C:7]1[N:8]([CH2:21][CH:22]([CH3:24])[CH3:23])[C:9]2[C:18]3[CH:17]=[CH:16][CH:15]=[CH:14][C:13]=3[N:12]=[C:11]([NH2:19])[C:10]=2[N:20]=1.Cl[CH2:26]Cl. (6) Given the product [N:29]([CH2:13][C:9]1[CH:8]=[C:7]([N:1]2[CH2:6][CH2:5][O:4][CH2:3][CH2:2]2)[CH:12]=[CH:11][CH:10]=1)=[N+:30]=[N-:31], predict the reactants needed to synthesize it. The reactants are: [N:1]1([C:7]2[CH:8]=[C:9]([CH2:13]O)[CH:10]=[CH:11][CH:12]=2)[CH2:6][CH2:5][O:4][CH2:3][CH2:2]1.C1C=CC(P([N:29]=[N+:30]=[N-:31])(C2C=CC=CC=2)=O)=CC=1.C1CCN2C(=NCCC2)CC1.CCOC(C)=O.